Dataset: Full USPTO retrosynthesis dataset with 1.9M reactions from patents (1976-2016). Task: Predict the reactants needed to synthesize the given product. Given the product [N:1]1[CH:6]=[CH:5][C:4]([CH2:7][CH2:8][C:9]2[C:17]3[C:12](=[CH:13][C:14]([CH:18]=[C:19]4[C:27]5[C:22](=[CH:23][CH:24]=[CH:25][CH:26]=5)[NH:21][C:20]4=[O:28])=[CH:15][CH:16]=3)[NH:11][N:10]=2)=[CH:3][CH:2]=1, predict the reactants needed to synthesize it. The reactants are: [N:1]1[CH:6]=[CH:5][C:4]([CH2:7][CH2:8][C:9]2[C:17]3[C:12](=[CH:13][C:14]([CH:18]=[C:19]4[C:27]5[C:22](=[CH:23][CH:24]=[CH:25][CH:26]=5)[NH:21][C:20]4=[O:28])=[CH:15][CH:16]=3)[N:11](COCC[Si](C)(C)C)[N:10]=2)=[CH:3][CH:2]=1.CCCC[N+](CCCC)(CCCC)CCCC.[F-].